From a dataset of Reaction yield outcomes from USPTO patents with 853,638 reactions. Predict the reaction yield, written as a fraction of the theoretical maximum amount of product (1.0 means a 100% yield; for example, 0.34 means a 34% yield). The reactants are [Na].[Cl:2][C:3]1[N:4]=[N:5][C:6](Cl)=[CH:7][CH:8]=1.[CH2:10]([OH:17])[C:11]1[CH:16]=[CH:15][CH:14]=[CH:13][CH:12]=1. No catalyst specified. The product is [CH2:10]([O:17][C:6]1[N:5]=[N:4][C:3]([Cl:2])=[CH:8][CH:7]=1)[C:11]1[CH:16]=[CH:15][CH:14]=[CH:13][CH:12]=1. The yield is 0.900.